Dataset: Full USPTO retrosynthesis dataset with 1.9M reactions from patents (1976-2016). Task: Predict the reactants needed to synthesize the given product. (1) Given the product [F:8][C:6]1[CH:7]=[C:2]([I:25])[CH:3]=[C:4]([F:24])[C:5]=1[NH:9][C:10]1[C:14]2[CH:15]=[N:16][CH:17]=[CH:18][C:13]=2[O:12][C:11]=1[C:19]([O:21][CH2:22][CH3:23])=[O:20], predict the reactants needed to synthesize it. The reactants are: Br[C:2]1[CH:7]=[C:6]([F:8])[C:5]([NH:9][C:10]2[C:14]3[CH:15]=[N:16][CH:17]=[CH:18][C:13]=3[O:12][C:11]=2[C:19]([O:21][CH2:22][CH3:23])=[O:20])=[C:4]([F:24])[CH:3]=1.[I-:25].[Na+].CN[C@@H]1CCCC[C@H]1NC. (2) Given the product [CH3:8][NH:7][C:5]([C:4]1[C:3]2[N:12]([CH3:13])[C:25]([C:26]3[CH:27]=[N:28][CH:29]=[CH:30][CH:31]=3)=[N:1][C:2]=2[CH:11]=[CH:10][CH:9]=1)=[O:6], predict the reactants needed to synthesize it. The reactants are: [NH2:1][C:2]1[C:3]([NH:12][CH3:13])=[C:4]([CH:9]=[CH:10][CH:11]=1)[C:5]([NH:7][CH3:8])=[O:6].CN(C=O)C.OOS([O-])=O.[K+].[CH:25](=O)[C:26]1[CH:31]=[CH:30][CH:29]=[N:28][CH:27]=1. (3) Given the product [Br:21][C:3]1[C:4]2[C:5](=[N:6][CH:7]=[C:8]([NH:10][C:11](=[O:20])[O:12][CH2:13][C:14]3[CH:15]=[CH:16][CH:17]=[CH:18][CH:19]=3)[CH:9]=2)[NH:1][CH:2]=1, predict the reactants needed to synthesize it. The reactants are: [NH:1]1[C:5]2=[N:6][CH:7]=[C:8]([NH:10][C:11](=[O:20])[O:12][CH2:13][C:14]3[CH:19]=[CH:18][CH:17]=[CH:16][CH:15]=3)[CH:9]=[C:4]2[CH:3]=[CH:2]1.[Br:21]Br. (4) Given the product [CH3:14][N:15]1[CH2:20][CH2:19][N:18]([CH:21]2[CH2:26][CH2:25][N:24]([C:2]3[CH:7]=[CH:6][C:5]([C:8]#[C:9][Si:10]([CH3:13])([CH3:12])[CH3:11])=[CH:4][CH:3]=3)[CH2:23][CH2:22]2)[CH2:17][CH2:16]1, predict the reactants needed to synthesize it. The reactants are: Br[C:2]1[CH:7]=[CH:6][C:5]([C:8]#[C:9][Si:10]([CH3:13])([CH3:12])[CH3:11])=[CH:4][CH:3]=1.[CH3:14][N:15]1[CH2:20][CH2:19][N:18]([CH:21]2[CH2:26][CH2:25][NH:24][CH2:23][CH2:22]2)[CH2:17][CH2:16]1. (5) The reactants are: FC(F)(F)S(O[C:7]1[C:8]([CH3:36])([CH3:35])[C@H:9]2[C@:22]([CH3:25])([CH2:23][CH:24]=1)[C@@H:21]1[C@:12]([CH3:34])([C@@:13]3([CH3:33])[C@H:18]([CH2:19][CH2:20]1)[C@H:17]1[C@H:26]([C:29]([CH3:31])=[CH2:30])[CH2:27][CH2:28][C@:16]1([NH2:32])[CH2:15][CH2:14]3)[CH2:11][CH2:10]2)(=O)=O.[F:39][CH2:40][C@@:41]1([C:56]([O:58][CH2:59][C:60]2[CH:65]=[CH:64][CH:63]=[CH:62][CH:61]=2)=[O:57])[CH2:46][CH2:45][C:44](B2OC(C)(C)C(C)(C)O2)=[CH:43][CH2:42]1.C1COCC1.[O-]P([O-])([O-])=O.[K+].[K+].[K+]. Given the product [NH2:32][C@:16]12[CH2:28][CH2:27][C@@H:26]([C:29]([CH3:31])=[CH2:30])[C@@H:17]1[C@@H:18]1[C@@:13]([CH3:33])([CH2:14][CH2:15]2)[C@@:12]2([CH3:34])[C@@H:21]([C@:22]3([CH3:25])[C@@H:9]([CH2:10][CH2:11]2)[C:8]([CH3:35])([CH3:36])[C:7]([C:44]2[CH2:45][CH2:46][C@@:41]([CH2:40][F:39])([C:56]([O:58][CH2:59][C:60]4[CH:61]=[CH:62][CH:63]=[CH:64][CH:65]=4)=[O:57])[CH2:42][CH:43]=2)=[CH:24][CH2:23]3)[CH2:20][CH2:19]1, predict the reactants needed to synthesize it. (6) Given the product [CH3:26][C:2]1[CH:7]=[C:6]([C:8]([F:9])([F:10])[F:11])[C:5]2[CH2:12][O:13][C@@H:14]3[C@H:18]([C:4]=2[CH:3]=1)[CH2:17][N:16]([C:19]([O:21][C:22]([CH3:24])([CH3:23])[CH3:25])=[O:20])[CH2:15]3, predict the reactants needed to synthesize it. The reactants are: Br[C:2]1[CH:7]=[C:6]([C:8]([F:11])([F:10])[F:9])[C:5]2[CH2:12][O:13][C@@H:14]3[C@H:18]([C:4]=2[CH:3]=1)[CH2:17][N:16]([C:19]([O:21][C:22]([CH3:25])([CH3:24])[CH3:23])=[O:20])[CH2:15]3.[CH3:26]B1OB(C)OB(C)O1.C(=O)([O-])[O-].[K+].[K+].O. (7) Given the product [CH3:1][C:2]1[C:10]([CH3:11])([CH3:12])[C:9]2[C:4](=[CH:5][CH:6]=[C:7]([S:13]([O-:16])(=[O:15])=[O:14])[CH:8]=2)[N+:3]=1[CH2:19][CH2:18][CH2:24][S:21]([O-:23])(=[O:22])=[O:20].[Na+:17], predict the reactants needed to synthesize it. The reactants are: [CH3:1][C:2]1[C:10]([CH3:12])([CH3:11])[C:9]2[C:4](=[CH:5][CH:6]=[C:7]([S:13]([O-:16])(=[O:15])=[O:14])[CH:8]=2)[N:3]=1.[Na+:17].[CH2:18]1[CH2:24][S:21](=[O:23])(=[O:22])[O:20][CH2:19]1.